From a dataset of Full USPTO retrosynthesis dataset with 1.9M reactions from patents (1976-2016). Predict the reactants needed to synthesize the given product. (1) Given the product [CH:34]1([C:32]([N:29]2[CH2:30][CH2:31][C@@H:27]([CH2:26][N:25]3[C:24](=[O:37])[C:21]4([CH2:22][CH2:23]4)[N:20]=[C:19]3[C:16]3[CH:15]=[CH:14][C:13]([C:10]4[CH:11]=[CH:12][C:7]([C:44]5[CH:43]=[N:42][N:41]([CH3:40])[CH:45]=5)=[CH:8][CH:9]=4)=[CH:18][CH:17]=3)[CH2:28]2)=[O:33])[CH2:36][CH2:35]1, predict the reactants needed to synthesize it. The reactants are: FC(F)(F)S(O[C:7]1[CH:12]=[CH:11][C:10]([C:13]2[CH:18]=[CH:17][C:16]([C:19]3[N:25]([CH2:26][C@@H:27]4[CH2:31][CH2:30][N:29]([C:32]([CH:34]5[CH2:36][CH2:35]5)=[O:33])[CH2:28]4)[C:24](=[O:37])[C:21]4([CH2:23][CH2:22]4)[N:20]=3)=[CH:15][CH:14]=2)=[CH:9][CH:8]=1)(=O)=O.[CH3:40][N:41]1[CH:45]=[C:44](B2OC(C)(C)C(C)(C)O2)[CH:43]=[N:42]1.C([O-])([O-])=O.[Na+].[Na+]. (2) Given the product [CH3:19][O:18][C:11]1[CH:12]=[CH:13][CH:14]=[C:15]([O:16][CH3:17])[C:10]=1[CH:2]1[N:1]([CH2:28][C:27]2[CH:30]=[CH:31][CH:32]=[C:25]([C:21]3[S:20][CH:24]=[CH:23][N:22]=3)[CH:26]=2)[C:6](=[O:8])[CH2:5][CH2:4][CH2:3]1, predict the reactants needed to synthesize it. The reactants are: [NH2:1][CH:2]([C:10]1[C:15]([O:16][CH3:17])=[CH:14][CH:13]=[CH:12][C:11]=1[O:18][CH3:19])[CH2:3][CH2:4][CH2:5][C:6]([O:8]C)=O.[S:20]1[CH:24]=[CH:23][N:22]=[C:21]1[C:25]1[CH:26]=[C:27]([CH:30]=[CH:31][CH:32]=1)[CH:28]=O. (3) The reactants are: [CH3:1][N:2]1[C:6]([NH:7]C(C2C=CC=CC=2)(C2C=CC=CC=2)C2C=CC=CC=2)=[C:5]([CH2:27][CH2:28][NH:29]C(=O)OC)[CH:4]=[N:3]1.[ClH:34]. Given the product [ClH:34].[ClH:34].[NH2:7][C:6]1[N:2]([CH3:1])[N:3]=[CH:4][C:5]=1[CH2:27][CH2:28][NH2:29], predict the reactants needed to synthesize it. (4) Given the product [CH3:1][O:2][CH2:3][CH2:4][CH2:5][CH2:6][N:7]1[C:11]2[CH:12]=[CH:13][CH:14]=[CH:15][C:10]=2[N:9]=[C:8]1[C:16]([N:23]([CH2:22][CH:21]([CH3:37])[CH3:20])[C@H:24]1[CH2:29][CH2:28][CH2:27][N:26]([C:30]([O:32][C:33]([CH3:35])([CH3:34])[CH3:36])=[O:31])[CH2:25]1)=[O:39], predict the reactants needed to synthesize it. The reactants are: [CH3:1][O:2][CH2:3][CH2:4][CH2:5][CH2:6][N:7]1[C:11]2[CH:12]=[CH:13][CH:14]=[CH:15][C:10]=2[N:9]=[C:8]1[C:16](Cl)(Cl)Cl.[CH3:20][CH:21]([CH3:37])[CH2:22][NH:23][C@H:24]1[CH2:29][CH2:28][CH2:27][N:26]([C:30]([O:32][C:33]([CH3:36])([CH3:35])[CH3:34])=[O:31])[CH2:25]1.C(=O)([O-])[O-:39].[K+].[K+]. (5) The reactants are: [Br:1][C:2]1[CH:3]=[C:4]2[C:9](=[CH:10][CH:11]=1)[N:8]=[CH:7][C:6]([C:12]([CH:14]1[CH2:16][CH2:15]1)=[O:13])=[C:5]2Cl.[N:18]1([CH2:23][C:24]2[CH:30]=[CH:29][C:27]([NH2:28])=[CH:26][CH:25]=2)[CH2:22][CH2:21][CH2:20][CH2:19]1. Given the product [Br:1][C:2]1[CH:3]=[C:4]2[C:9](=[CH:10][CH:11]=1)[N:8]=[CH:7][C:6]([C:12]([CH:14]1[CH2:16][CH2:15]1)=[O:13])=[C:5]2[NH:28][C:27]1[CH:26]=[CH:25][C:24]([CH2:23][N:18]2[CH2:22][CH2:21][CH2:20][CH2:19]2)=[CH:30][CH:29]=1, predict the reactants needed to synthesize it. (6) Given the product [Cl:12][C:4]1[N:3]=[C:2]([NH:14][CH3:13])[C:7]2[C:8]([I:11])=[N:9][NH:10][C:6]=2[CH:5]=1, predict the reactants needed to synthesize it. The reactants are: Cl[C:2]1[C:7]2[C:8]([I:11])=[N:9][NH:10][C:6]=2[CH:5]=[C:4]([Cl:12])[N:3]=1.[CH3:13][NH2:14]. (7) Given the product [F:1][C:2]1[CH:3]=[CH:4][C:5]2[N:10]([CH3:11])[C:9](=[O:12])[CH2:16][NH:15][C:7](=[O:8])[C:6]=2[CH:14]=1, predict the reactants needed to synthesize it. The reactants are: [F:1][C:2]1[CH:3]=[CH:4][C:5]2[N:10]([CH3:11])[C:9](=[O:12])[O:8][C:7](=O)[C:6]=2[CH:14]=1.[NH2:15][CH2:16]C(O)=O.